This data is from Peptide-MHC class II binding affinity with 134,281 pairs from IEDB. The task is: Regression. Given a peptide amino acid sequence and an MHC pseudo amino acid sequence, predict their binding affinity value. This is MHC class II binding data. (1) The peptide sequence is LAAIIAANEMGLLET. The MHC is DRB1_1302 with pseudo-sequence DRB1_1302. The binding affinity (normalized) is 0.952. (2) The peptide sequence is RVSPGNGWMIKETAC. The MHC is HLA-DQA10501-DQB10402 with pseudo-sequence HLA-DQA10501-DQB10402. The binding affinity (normalized) is 0.723. (3) The peptide sequence is VDKIDAAFKIAATAA. The MHC is HLA-DPA10103-DPB10401 with pseudo-sequence HLA-DPA10103-DPB10401. The binding affinity (normalized) is 0.104.